From a dataset of NCI-60 drug combinations with 297,098 pairs across 59 cell lines. Regression. Given two drug SMILES strings and cell line genomic features, predict the synergy score measuring deviation from expected non-interaction effect. Cell line: IGROV1. Synergy scores: CSS=50.9, Synergy_ZIP=-4.01, Synergy_Bliss=-4.62, Synergy_Loewe=2.60, Synergy_HSA=4.12. Drug 1: CC1=C2C(C(=O)C3(C(CC4C(C3C(C(C2(C)C)(CC1OC(=O)C(C(C5=CC=CC=C5)NC(=O)OC(C)(C)C)O)O)OC(=O)C6=CC=CC=C6)(CO4)OC(=O)C)OC)C)OC. Drug 2: C1=CC(=C2C(=C1NCCNCCO)C(=O)C3=C(C=CC(=C3C2=O)O)O)NCCNCCO.